Dataset: Full USPTO retrosynthesis dataset with 1.9M reactions from patents (1976-2016). Task: Predict the reactants needed to synthesize the given product. Given the product [OH:1][C:2]([CH3:11])([CH2:8][CH2:9][CH3:10])[C:3]([O:5][CH2:6][CH3:7])=[O:4], predict the reactants needed to synthesize it. The reactants are: [OH:1][C:2]([CH3:11])([CH2:8][CH:9]=[CH2:10])[C:3]([O:5][CH2:6][CH3:7])=[O:4].